Dataset: Forward reaction prediction with 1.9M reactions from USPTO patents (1976-2016). Task: Predict the product of the given reaction. (1) The product is: [I-:14].[CH3:1][N+:2]1([CH3:15])[CH2:7][CH2:6][N:5]([CH:8]2[CH2:9][CH2:10][CH2:11][CH2:12][CH2:13]2)[CH2:4][CH2:3]1. Given the reactants [CH3:1][N:2]1[CH2:7][CH2:6][N:5]([CH:8]2[CH2:13][CH2:12][CH2:11][CH2:10][CH2:9]2)[CH2:4][CH2:3]1.[I:14][CH3:15], predict the reaction product. (2) The product is: [C:23]([C:22]1[CH:21]=[CH:20][C:19]([O:18][CH2:17][C@@H:16]([OH:27])[CH2:15][N:8]2[CH2:9][CH:10]3[CH2:14][CH:6]([CH2:13][N:12]([C:4]([NH:3][CH2:1][CH3:2])=[O:5])[CH2:11]3)[CH2:7]2)=[CH:26][CH:25]=1)#[N:24]. Given the reactants [CH2:1]([N:3]=[C:4]=[O:5])[CH3:2].[CH:6]12[CH2:14][CH:10]([CH2:11][NH:12][CH2:13]1)[CH2:9][N:8]([CH2:15][C@H:16]([OH:27])[CH2:17][O:18][C:19]1[CH:26]=[CH:25][C:22]([C:23]#[N:24])=[CH:21][CH:20]=1)[CH2:7]2, predict the reaction product. (3) The product is: [I:23][C:15]1[C:16]2[C:17](=[N:18][CH:19]=[N:20][C:21]=2[NH2:22])[N:13]([CH:11]2[CH2:12][N:9]([CH3:1])[CH2:10]2)[N:14]=1. Given the reactants [C:1](O)(=O)C.C(O)(=O)C.[NH:9]1[CH2:12][CH:11]([N:13]2[C:17]3=[N:18][CH:19]=[N:20][C:21]([NH2:22])=[C:16]3[C:15]([I:23])=[N:14]2)[CH2:10]1.C(O[BH-](OC(=O)C)OC(=O)C)(=O)C.[Na+].C=O.[OH-].[Na+], predict the reaction product. (4) Given the reactants [N:1]1[CH:6]=[CH:5][C:4]([C:7]2[N:15]3[C:10]([CH:11]=[CH:12][CH:13]=[CH:14]3)=[CH:9][C:8]=2[CH2:16][OH:17])=[CH:3][CH:2]=1, predict the reaction product. The product is: [N:1]1[CH:2]=[CH:3][C:4]([C:7]2[N:15]3[C:10]([CH:11]=[CH:12][CH:13]=[CH:14]3)=[CH:9][C:8]=2[CH:16]=[O:17])=[CH:5][CH:6]=1. (5) Given the reactants [NH2:1][C:2]1[CH:7]=[CH:6][C:5]([N:8]2[CH2:13][CH2:12][N:11]([C:14](=[O:16])[CH3:15])[CH2:10][CH2:9]2)=[CH:4][C:3]=1[O:17][CH3:18].[F:19]C1C=C(F)C=C(OC)C=1[N+]([O-])=O, predict the reaction product. The product is: [NH2:1][C:2]1[C:3]([O:17][CH3:18])=[CH:4][C:5]([N:8]2[CH2:13][CH2:12][N:11]([C:14](=[O:16])[CH3:15])[CH2:10][CH2:9]2)=[CH:6][C:7]=1[F:19].